From a dataset of Forward reaction prediction with 1.9M reactions from USPTO patents (1976-2016). Predict the product of the given reaction. (1) Given the reactants [F:1][C:2]1[CH:7]=[CH:6][C:5]([C:8]2[C:9]3[CH:21]=[CH:20][C:19](=[O:22])[N:18]([C:23]4[CH:28]=[CH:27][CH:26]=[CH:25][C:24]=4[CH3:29])[C:10]=3[N:11]=[C:12](S(C)(=O)=O)[N:13]=2)=[C:4]([CH3:30])[CH:3]=1.[CH2:31]([CH2:33][NH2:34])[OH:32].O.CN1[C:41](=[O:42])CCC1, predict the reaction product. The product is: [F:1][C:2]1[CH:7]=[CH:6][C:5]([C:8]2[C:9]3[CH:21]=[CH:20][C:19](=[O:22])[N:18]([C:23]4[CH:28]=[CH:27][CH:26]=[CH:25][C:24]=4[CH3:29])[C:10]=3[N:11]=[C:12]([NH:34][CH:33]([CH2:41][OH:42])[CH2:31][OH:32])[N:13]=2)=[C:4]([CH3:30])[CH:3]=1. (2) Given the reactants [Cl:1][C:2]1[CH:3]=[C:4]([NH:8][C:9]2[N:14]=[C:13]([C:15]3[CH:20]=[CH:19][N:18]=[C:17]([C:21](OCC)=[O:22])[CH:16]=3)[CH:12]=[CH:11][N:10]=2)[CH:5]=[CH:6][CH:7]=1.[BH4-].[Na+].O, predict the reaction product. The product is: [Cl:1][C:2]1[CH:3]=[C:4]([NH:8][C:9]2[N:14]=[C:13]([C:15]3[CH:20]=[CH:19][N:18]=[C:17]([CH2:21][OH:22])[CH:16]=3)[CH:12]=[CH:11][N:10]=2)[CH:5]=[CH:6][CH:7]=1. (3) Given the reactants [CH3:1][O:2][C:3]1[N:4]=[C:5]2[C:10](=[CH:11][CH:12]=1)[N:9]=[CH:8][CH:7]=[C:6]2OS(C(F)(F)F)(=O)=O.C(N(CC)CC)C.[CH2:28]1[CH:32]([OH:33])[CH2:31][NH:30][CH2:29]1, predict the reaction product. The product is: [CH3:1][O:2][C:3]1[N:4]=[C:5]2[C:10](=[CH:11][CH:12]=1)[N:9]=[CH:8][CH:7]=[C:6]2[N:30]1[CH2:29][CH2:28][CH:32]([OH:33])[CH2:31]1. (4) Given the reactants [CH2:1]([NH2:8])[C:2]1[CH:7]=[CH:6][CH:5]=[CH:4][CH:3]=1.N/C(/C#N)=[C:11](\[C:14](=[NH:18])OCC)/[C:12]#[N:13].Cl.[NH2:22][C:23]1C=CC=CC=1.[OH-].[Na+], predict the reaction product. The product is: [NH2:18][C:14]1[N:8]([CH2:1][C:2]2[CH:7]=[CH:6][CH:5]=[CH:4][CH:3]=2)[CH:23]=[N:22][C:11]=1[C:12]#[N:13]. (5) Given the reactants [O:1]=[C:2]1[CH2:5][CH:4]([C:6]([O:8][CH3:9])=[O:7])[CH2:3]1.[CH3:10][S:11](Cl)(=[O:13])=[O:12], predict the reaction product. The product is: [CH3:10][S:11]([O:1][CH:2]1[CH2:5][CH:4]([C:6]([O:8][CH3:9])=[O:7])[CH2:3]1)(=[O:13])=[O:12].